Dataset: Forward reaction prediction with 1.9M reactions from USPTO patents (1976-2016). Task: Predict the product of the given reaction. (1) Given the reactants [C:1]([O:5][C:6]([N:8]1[CH2:11][CH:10]([C:12]([OH:14])=O)[CH2:9]1)=[O:7])([CH3:4])([CH3:3])[CH3:2].C(N1C=CN=C1)(N1C=CN=C1)=O.O.[NH2:28][NH2:29], predict the reaction product. The product is: [C:1]([O:5][C:6]([N:8]1[CH2:11][CH:10]([C:12]([NH:28][NH2:29])=[O:14])[CH2:9]1)=[O:7])([CH3:4])([CH3:3])[CH3:2]. (2) Given the reactants [CH2:1]([N:4]1[C:12]2[C:7](=[CH:8][CH:9]=[CH:10][CH:11]=2)[C:6]([CH:13]=[O:14])=[CH:5]1)[CH:2]=[CH2:3].B1C2CCCC1CCC2.[OH-:24].[Na+], predict the reaction product. The product is: [OH:24][CH2:3][CH2:2][CH2:1][N:4]1[C:12]2[C:7](=[CH:8][CH:9]=[CH:10][CH:11]=2)[C:6]([CH:13]=[O:14])=[CH:5]1. (3) Given the reactants C1C=CC2N(O)N=NC=2C=1.CCN=C=NCCCN(C)C.Cl.[CH3:23][C:24]1[O:25][C:26]([C:29]2[C:37]([O:38][CH3:39])=[CH:36][C:32]([C:33]([OH:35])=O)=[CH:31][C:30]=2[O:40][CH3:41])=[CH:27][N:28]=1.Cl.[NH:43]1[C:47]([C:48]2[CH:49]=[C:50]3[C:60](=[CH:61][CH:62]=2)[O:59][C:53]2([CH2:58][CH2:57][NH:56][CH2:55][CH2:54]2)[CH2:52][C:51]3=[O:63])=[N:46][N:45]=[N:44]1, predict the reaction product. The product is: [CH3:23][C:24]1[O:25][C:26]([C:29]2[C:30]([O:40][CH3:41])=[CH:31][C:32]([C:33]([N:56]3[CH2:57][CH2:58][C:53]4([CH2:52][C:51](=[O:63])[C:50]5[C:60](=[CH:61][CH:62]=[C:48]([C:47]6[NH:46][N:45]=[N:44][N:43]=6)[CH:49]=5)[O:59]4)[CH2:54][CH2:55]3)=[O:35])=[CH:36][C:37]=2[O:38][CH3:39])=[CH:27][N:28]=1. (4) The product is: [CH2:32]([Sn:41]([CH2:42][CH2:43][CH2:44][CH3:45])([CH2:37][CH2:38][CH2:39][CH3:40])[C:2]1[CH:14]=[CH:13][C:12]2[C:11]3[C:6](=[CH:7][C:8]([Sn:41]([CH2:46][CH2:47][CH2:48][CH3:49])([CH2:42][CH2:43][CH2:44][CH3:45])[CH2:37][CH2:38][CH2:39][CH3:40])=[CH:9][CH:10]=3)[N:5]([CH2:16][CH:17]([CH2:26][CH2:27][CH2:28][CH2:29][CH2:30][CH3:31])[CH2:18][CH2:19][CH2:20][CH2:21][CH2:22][CH2:23][CH2:24][CH3:25])[C:4]=2[CH:3]=1)[CH2:33][CH2:34][CH3:35]. Given the reactants Br[C:2]1[CH:14]=[CH:13][C:12]2[C:11]3[C:6](=[CH:7][C:8](Br)=[CH:9][CH:10]=3)[N:5]([CH2:16][CH:17]([CH2:26][CH2:27][CH2:28][CH2:29][CH2:30][CH3:31])[CH2:18][CH2:19][CH2:20][CH2:21][CH2:22][CH2:23][CH2:24][CH3:25])[C:4]=2[CH:3]=1.[CH2:32]([Li])[CH2:33][CH2:34][CH3:35].[CH2:37]([Sn:41](Cl)([CH2:46][CH2:47][CH2:48][CH3:49])[CH2:42][CH2:43][CH2:44][CH3:45])[CH2:38][CH2:39][CH3:40], predict the reaction product. (5) Given the reactants [O:1]1[C:9]2[CH:8]([OH:10])[CH2:7][NH:6][CH2:5][C:4]=2[CH:3]=[CH:2]1.[Cl:11][C:12]1[CH:13]=[C:14](F)[CH:15]=[CH:16][C:17]=1[Cl:18], predict the reaction product. The product is: [Cl:11][C:12]1[CH:13]=[C:14]([O:10][CH:8]2[CH2:7][NH:6][CH2:5][C:4]3[CH:3]=[CH:2][O:1][C:9]2=3)[CH:15]=[CH:16][C:17]=1[Cl:18]. (6) The product is: [C:1]([OH:20])(=[O:19])[CH2:2][CH2:3][CH2:4][CH2:5][CH2:6][CH2:7][CH2:8]/[CH:9]=[CH:10]\[CH2:11]/[CH:12]=[CH:13]\[CH2:14][CH2:15][CH2:16][CH2:17][CH3:18]. Given the reactants [C:1]([OH:20])(=[O:19])[CH2:2][CH2:3][CH2:4][CH2:5][CH2:6][CH2:7][CH2:8]/[CH:9]=[CH:10]\[CH2:11]/[CH:12]=[CH:13]\[CH2:14][CH2:15][CH2:16][CH2:17][CH3:18].C(O)C.C1C(NC(NN)=S)=CC(C(O)=O)=C(C2C3C=CC(O)=CC=3OC3C=2C=CC(C=3)=O)C=1, predict the reaction product.